From a dataset of Peptide-MHC class I binding affinity with 185,985 pairs from IEDB/IMGT. Regression. Given a peptide amino acid sequence and an MHC pseudo amino acid sequence, predict their binding affinity value. This is MHC class I binding data. (1) The peptide sequence is YMSNLFDIPL. The MHC is HLA-A02:02 with pseudo-sequence HLA-A02:02. The binding affinity (normalized) is 0.727. (2) The peptide sequence is VLPHLCLDYK. The MHC is HLA-B35:01 with pseudo-sequence HLA-B35:01. The binding affinity (normalized) is 0.